Dataset: Experimentally validated miRNA-target interactions with 360,000+ pairs, plus equal number of negative samples. Task: Binary Classification. Given a miRNA mature sequence and a target amino acid sequence, predict their likelihood of interaction. (1) The miRNA is mmu-miR-195a-5p with sequence UAGCAGCACAGAAAUAUUGGC. The protein sequence of the target gene is MGSAAMDTKKKKEVSSPGGSSGKKNPSLKRRSLRVHIPDLSSFAMPLLDGDVENSEKHSSRKVDSPFSSGSPSRGLFSRGPQPRPSSPVSAPVRPKTSPGSPKTVFPFSYQESPPRSPRRMSFSGIFRSSSKESSPNSNPSTSPGGIRFFSRSRKTSSVSSSPSTPTQVTKQHPFPLESYKQEPERPESRIYASSSPPDTGQRFCLAFQSPARPPLASPTYHAPLRTAVLAAAPGPAEAGMLEKLEFQEEEDSESGVYMRFMRSHKCYDIVPTSSKLVVFDTTLQVKKAFFALVANGVRA.... Result: 0 (no interaction). (2) The miRNA is hsa-miR-4271 with sequence GGGGGAAGAAAAGGUGGGG. The protein sequence of the target gene is MPQPSVSGMDPPFGDAFRSHTFSEQTLMSTDLLANSSDPDFMYELDREMNYQQNPRDNFLSLEDCKDIENLESFTDVLDNEGALTSNWEQWDTYCEDLTKYTKLTSCDIWGTKEVDYLGLDDFSSPYQDEEVISKTPTLAQLNSEDSQSVSDSLYYPDSLFSVKQNPLPSSFPGKKITSRAAAPVCSSKTLQAEVPLSDCVQKASKPTSSTQIMVKTNMYHNEKVNFHVECKDYVKKAKVKINPVQQSRPLLSQIHTDAAKENTCYCGAVAKRQEKKGMEPLQGHATPALPFKETQELLL.... Result: 0 (no interaction). (3) The miRNA is hsa-miR-3189-3p with sequence CCCUUGGGUCUGAUGGGGUAG. The protein sequence of the target gene is MGGPAAPRGAGRLRALLLALVVAGIPAGAYNLDPQRPVHFQGPADSFFGYAVLEHFHDNTRWVLVGAPKADSKYSPSVKSPGAVFKCRVHTNPDRRCTELDMARGKNRGTSCGKTCREDRDDEWMGVSLARQPKADGRVLACAHRWKNIYYEADHILPHGFCYIIPSNLQAKGRTLIPCYEEYKKKYGEEHGSCQAGIAGFFTEELVVMGAPGSFYWAGTIKVLNLTDNTYLKLNDEVIMNRRYTYLGYAVTAGHFSHPSTIDVVGGAPQDKGIGKVYIFRADRRSGTLIKIFQASGKKM.... Result: 0 (no interaction). (4) The miRNA is hsa-miR-324-3p with sequence CCCACUGCCCCAGGUGCUGCUGG. The protein sequence of the target gene is MEEGGRDKAPVQPQQSPAAAPGGTDEKPSGKERRDAGDKDKEQELSEEDKQLQDELEMLVERLGEKDTSLYRPALEELRRQIRSSTTSMTSVPKPLKFLRPHYGKLKEIYENMAPGENKRFAADIISVLAMTMSGERECLKYRLVGSQEELASWGHEYVRHLAGEVAKEWQELDDAEKVQREPLLTLVKEIVPYNMAHNAEHEACDLLMEIEQVDMLEKDIDENAYAKVCLYLTSCVNYVPEPENSALLRCALGVFRKFSRFPEALRLALMLNDMELVEDIFTSCKDVVVQKQMAFMLGR.... Result: 1 (interaction). (5) Result: 0 (no interaction). The protein sequence of the target gene is MTRKARRCLGHLFLSLGIVYLRIGGFSSVVALGASIICNKIPGLAPRQRAICQSRPDAIIVIGEGSQMGLDECQFQFRNGRWNCSALGERTVFGKELKVGSREAAFTYAIIAAGVAHAITAACTQGNLSDCGCDKEKQGQYHRDEGWKWGGCSADIRYGIGFAKVFVDAREIKQNARTLMNLHNNEAGRKILEENMKLECKCHGVSGSCTTKTCWTTLPQFRELGYVLKDKYNEAVHVEPVRASRNKRPTFLKIKKPLSYRKPMDTDLVYIEKSPNYCEEDPVTGSVGTQGRACNKTAPQ.... The miRNA is mmu-miR-672-5p with sequence UGAGGUUGGUGUACUGUGUGUGA. (6) The miRNA is hsa-miR-935 with sequence CCAGUUACCGCUUCCGCUACCGC. The protein sequence of the target gene is MGTPKQPSLAPAHALGLRKSDPGIRSLGSDAGGRRWRPAAQSMFQIPEFEPSEQEDASATDRGLGPSLTEDQPGPYLAPGLLGSNIHQQGRAATNSHHGGAGAMETRSRHSSYPAGTEEDEGMEEELSPFRGRSRSAPPNLWAAQRYGRELRRMSDEFEGSFKGLPRPKSAGTATQMRQSAGWTRIIQSWWDRNLGKGGSTPSQ. Result: 0 (no interaction).